Dataset: Reaction yield outcomes from USPTO patents with 853,638 reactions. Task: Predict the reaction yield, written as a fraction of the theoretical maximum amount of product (1.0 means a 100% yield; for example, 0.34 means a 34% yield). (1) The reactants are C[N:2]1[CH:7]=[C:6]([N+]([O-])=O)[CH:5]=[C:4]([N+:11]([O-:13])=[O:12])[C:3]1=O.[CH3:15][CH:16](C)[C:17](=O)C.N. The catalyst is CO. The product is [CH:16]([C:7]1[CH:6]=[CH:5][C:4]([N+:11]([O-:13])=[O:12])=[CH:3][N:2]=1)([CH3:17])[CH3:15]. The yield is 0.280. (2) The reactants are Cl.Cl.Cl.[CH3:4][C:5]1[N:9]([CH:10]2[CH2:16][C@H:15]3[N:17]([CH2:18][CH2:19][C:20]4([C:26]5[CH:31]=[CH:30][CH:29]=[CH:28][CH:27]=5)[O:25][CH2:24][CH2:23][NH:22][CH2:21]4)[C@H:12]([CH2:13][CH2:14]3)[CH2:11]2)[C:8]2[CH:32]=[CH:33][CH:34]=[CH:35][C:7]=2[N:6]=1.[OH:36][CH2:37][C:38]([CH3:43])([CH3:42])[C:39](O)=[O:40].C(N(C(C)C)CC)(C)C.CN(C(ON1N=NC2C=CC=NC1=2)=[N+](C)C)C.F[P-](F)(F)(F)(F)F. The catalyst is CN(C=O)C.C(Cl)Cl. The product is [CH3:42][C:38]([CH3:43])([C:37]([N:22]1[CH2:23][CH2:24][O:25][C:20]([CH2:19][CH2:18][N:17]2[C@H:12]3[CH2:13][CH2:14][C@@H:15]2[CH2:16][CH:10]([N:9]2[C:8]4[CH:32]=[CH:33][CH:34]=[CH:35][C:7]=4[N:6]=[C:5]2[CH3:4])[CH2:11]3)([C:26]2[CH:31]=[CH:30][CH:29]=[CH:28][CH:27]=2)[CH2:21]1)=[O:36])[CH2:39][OH:40]. The yield is 0.550. (3) The reactants are Br[C:2]1[CH:6]=[CH:5][S:4][CH:3]=1.[O:7]=[C:8]1[CH2:12][CH2:11][N:10]([C:13]([O:15][C:16]([CH3:19])([CH3:18])[CH3:17])=[O:14])[CH2:9]1. The catalyst is CCOCC. The product is [OH:7][C:8]1([C:2]2[CH:6]=[CH:5][S:4][CH:3]=2)[CH2:12][CH2:11][N:10]([C:13]([O:15][C:16]([CH3:19])([CH3:18])[CH3:17])=[O:14])[CH2:9]1. The yield is 0.590. (4) The reactants are [Li]CCCC.[C:6]1([C:12]2[S:13][CH:14]=[CH:15][CH:16]=2)[CH:11]=[CH:10][CH:9]=[CH:8][CH:7]=1.[Br-].[Li+].[C:19](=[S:21])=[S:20].I[CH3:23]. The catalyst is C1COCC1.[Cu]Br. The product is [CH3:23][S:20][C:19]([C:14]1[S:13][C:12]([C:6]2[CH:7]=[CH:8][CH:9]=[CH:10][CH:11]=2)=[CH:16][CH:15]=1)=[S:21]. The yield is 0.340. (5) The reactants are FC(F)(F)S(O[C:7]1[CH:12]=[CH:11][C:10]([C@@H:13]2[C@@H:16]([CH2:17][CH2:18][C@@H:19]([C:21]3[CH:26]=[CH:25][C:24]([F:27])=[CH:23][CH:22]=3)[OH:20])[C:15](=[O:28])[N:14]2[C:29]2[CH:34]=[CH:33][C:32]([F:35])=[CH:31][CH:30]=2)=[CH:9][CH:8]=1)(=O)=O.[C:38](=[O:41])([O-])[O-].[K+].[K+].[C:44]1(B(O)O)[CH:49]=[CH:48][C:47](B(O)O)=[CH:46][CH:45]=1. The catalyst is C1(C)C=CC=CC=1.C(O)C.O.C1C=CC([P]([Pd]([P](C2C=CC=CC=2)(C2C=CC=CC=2)C2C=CC=CC=2)([P](C2C=CC=CC=2)(C2C=CC=CC=2)C2C=CC=CC=2)[P](C2C=CC=CC=2)(C2C=CC=CC=2)C2C=CC=CC=2)(C2C=CC=CC=2)C2C=CC=CC=2)=CC=1. The product is [C:7]1([C:44]2[CH:49]=[CH:48][C:47]([C:7]3[CH:8]=[CH:9][C:10]([C@H:13]4[N:14]([C:29]5[CH:34]=[CH:33][C:32]([F:35])=[CH:31][CH:30]=5)[C:15](=[O:28])[C@@H:16]4[CH2:17][CH2:18][C@H:38]([OH:41])[C:21]4[CH:26]=[CH:25][C:24]([F:27])=[CH:23][CH:22]=4)=[CH:11][CH:12]=3)=[CH:46][CH:45]=2)[CH:8]=[CH:9][C:10]([C@H:13]2[N:14]([C:29]3[CH:34]=[CH:33][C:32]([F:35])=[CH:31][CH:30]=3)[C:15](=[O:28])[C@@H:16]2[CH2:17][CH2:18][C@@H:19]([C:21]2[CH:22]=[CH:23][C:24]([F:27])=[CH:25][CH:26]=2)[OH:20])=[CH:11][CH:12]=1. The yield is 0.640. (6) The reactants are Cl[C:2]([O:4][CH2:5][CH3:6])=[O:3].[N:7]1([C:21]([O:23][C:24]([CH3:27])([CH3:26])[CH3:25])=[O:22])[CH2:12][CH2:11][C:10]2([NH:17][CH2:16][CH2:15][N:14]3[CH:18]=[CH:19][CH:20]=[C:13]23)[CH2:9][CH2:8]1.C([O-])([O-])=O.[K+].[K+]. The catalyst is C(#N)C. The product is [C:10]12([CH2:11][CH2:12][N:7]([C:21]([O:23][C:24]([CH3:27])([CH3:26])[CH3:25])=[O:22])[CH2:8][CH2:9]1)[N:17]([C:2]([O:4][CH2:5][CH3:6])=[O:3])[CH2:16][CH2:15][N:14]1[CH:18]=[CH:19][CH:20]=[C:13]21. The yield is 0.630.